Predict the reaction yield, written as a fraction of the theoretical maximum amount of product (1.0 means a 100% yield; for example, 0.34 means a 34% yield). From a dataset of Reaction yield outcomes from USPTO patents with 853,638 reactions. (1) The reactants are [F:1][C:2]1[CH:3]=[C:4]([C:9]2[CH:14]=[CH:13][C:12]([C:15]([NH:17][C@H:18]([C:31]([O:33]CC3C=CC=CC=3)=[O:32])[CH2:19][CH2:20][C:21]([O:23]CC3C=CC=CC=3)=[O:22])=[O:16])=[C:11]([NH:41][C:42]([NH:44][C:45]3[C:50]([CH3:51])=[CH:49][C:48]([CH3:52])=[CH:47][C:46]=3[CH3:53])=[O:43])[CH:10]=2)[CH:5]=[CH:6][C:7]=1[F:8].[H][H]. The catalyst is CO.C(OCC)(=O)C.[Pd]. The product is [F:1][C:2]1[CH:3]=[C:4]([C:9]2[CH:14]=[CH:13][C:12]([C:15]([NH:17][C@H:18]([C:31]([OH:33])=[O:32])[CH2:19][CH2:20][C:21]([OH:23])=[O:22])=[O:16])=[C:11]([NH:41][C:42]([NH:44][C:45]3[C:50]([CH3:51])=[CH:49][C:48]([CH3:52])=[CH:47][C:46]=3[CH3:53])=[O:43])[CH:10]=2)[CH:5]=[CH:6][C:7]=1[F:8]. The yield is 0.870. (2) The reactants are [CH3:1][CH:2]([CH3:39])[CH2:3][C@H:4]([NH:17][C:18](=[O:38])[C@@H:19]([NH:28][C:29](=[O:37])[CH2:30][N:31]1[CH2:36][CH2:35][O:34][CH2:33][CH2:32]1)[CH2:20][CH2:21][C:22]1[CH:27]=[CH:26][CH:25]=[CH:24][CH:23]=1)[C:5]([O:7][CH2:8][C:9]1[CH:14]=[CH:13][C:12]([O:15][CH3:16])=[CH:11][CH:10]=1)=[O:6].C[Si]([N-][Si](C)(C)C)(C)C.[K+].[CH3:50][C:51]([O:58][CH2:59][C:60]#[CH:61])([CH3:57])[C:52]([O:54][CH2:55]I)=[O:53]. The catalyst is C1COCC1. The product is [CH3:1][CH:2]([CH3:39])[CH2:3][C@H:4]([N:17]([CH2:55][O:54][C:52](=[O:53])[C:51]([CH3:50])([O:58][CH2:59][C:60]#[CH:61])[CH3:57])[C:18](=[O:38])[C@@H:19]([NH:28][C:29](=[O:37])[CH2:30][N:31]1[CH2:32][CH2:33][O:34][CH2:35][CH2:36]1)[CH2:20][CH2:21][C:22]1[CH:27]=[CH:26][CH:25]=[CH:24][CH:23]=1)[C:5]([O:7][CH2:8][C:9]1[CH:14]=[CH:13][C:12]([O:15][CH3:16])=[CH:11][CH:10]=1)=[O:6]. The yield is 0.685. (3) The reactants are Br/[CH:2]=[C:3](/[C:14]1[N:19]=[C:18]([O:20][CH3:21])[C:17]([Cl:22])=[CH:16][CH:15]=1)\[C:4]1[CH:9]=[CH:8][C:7]([C:10]([CH3:13])([CH3:12])[CH3:11])=[CH:6][CH:5]=1.[NH:23]1[CH2:27][CH2:26][CH2:25][C:24]1=[O:28].C1(P(C2C=CC=CC=2)C2C=CC3C(=CC=CC=3)C=2C2C3C(=CC=CC=3)C=CC=2P(C2C=CC=CC=2)C2C=CC=CC=2)C=CC=CC=1.C(=O)([O-])[O-].[Cs+].[Cs+]. The catalyst is C1(C)C=CC=CC=1.C1C=CC(/C=C/C(/C=C/C2C=CC=CC=2)=O)=CC=1.C1C=CC(/C=C/C(/C=C/C2C=CC=CC=2)=O)=CC=1.C1C=CC(/C=C/C(/C=C/C2C=CC=CC=2)=O)=CC=1.[Pd].[Pd].O. The product is [C:10]([C:7]1[CH:8]=[CH:9][C:4](/[C:3](/[C:14]2[CH:15]=[CH:16][C:17]([Cl:22])=[C:18]([O:20][CH3:21])[N:19]=2)=[CH:2]\[N:23]2[CH2:27][CH2:26][CH2:25][C:24]2=[O:28])=[CH:5][CH:6]=1)([CH3:13])([CH3:12])[CH3:11]. The yield is 0.750.